Dataset: Full USPTO retrosynthesis dataset with 1.9M reactions from patents (1976-2016). Task: Predict the reactants needed to synthesize the given product. (1) Given the product [CH3:6][C:7]1[O:11][N:10]=[C:9]([C:12]2[CH:13]=[C:14]([CH:18]=[CH:19][CH:20]=2)[C:15]([O:17][CH3:22])=[O:16])[N:8]=1, predict the reactants needed to synthesize it. The reactants are: S(=O)(=O)(O)O.[CH3:6][C:7]1[O:11][N:10]=[C:9]([C:12]2[CH:13]=[C:14]([CH:18]=[CH:19][CH:20]=2)[C:15]([OH:17])=[O:16])[N:8]=1.O.[CH3:22]O. (2) Given the product [CH3:10][O:9][C:5]1[CH:6]=[C:7]([CH3:8])[C:2]([B:47]2[O:48][C:49]([CH3:51])([CH3:50])[C:45]([CH3:52])([CH3:44])[O:46]2)=[C:3]([NH2:11])[CH:4]=1, predict the reactants needed to synthesize it. The reactants are: Br[C:2]1[C:7]([CH3:8])=[CH:6][C:5]([O:9][CH3:10])=[CH:4][C:3]=1[NH2:11].C(N(CC)CC)C.C1(P(C2CCCCC2)C2C=CC=CC=2C2C=CC=CC=2)CCCCC1.[CH3:44][C:45]1([CH3:52])[C:49]([CH3:51])([CH3:50])[O:48][BH:47][O:46]1. (3) Given the product [CH2:18]([O:17][C:15]([N:7]1[CH2:6][CH:5]([C:3]([OH:4])=[O:2])[C:9]2([CH2:14][CH2:13][CH2:12][CH2:11][CH2:10]2)[CH2:8]1)=[O:16])[C:19]1[CH:24]=[CH:23][CH:22]=[CH:21][CH:20]=1, predict the reactants needed to synthesize it. The reactants are: C[O:2][C:3]([CH:5]1[C:9]2([CH2:14][CH2:13][CH2:12][CH2:11][CH2:10]2)[CH2:8][N:7]([C:15]([O:17][CH2:18][C:19]2[CH:24]=[CH:23][CH:22]=[CH:21][CH:20]=2)=[O:16])[CH2:6]1)=[O:4].[OH-].[Na+]. (4) Given the product [CH2:29]([NH:1][CH2:2][CH2:3][NH:4][C@H:5]1[CH2:10][CH2:9][C@H:8]([CH2:11][C:12]([NH:14][C@H:15]2[CH2:20][C:19]3[CH:21]=[CH:22][CH:23]=[C:24]([C:25]([OH:27])=[O:26])[C:18]=3[O:17][B:16]2[OH:28])=[O:13])[CH2:7][CH2:6]1)[CH3:30], predict the reactants needed to synthesize it. The reactants are: [NH2:1][CH2:2][CH2:3][NH:4][C@H:5]1[CH2:10][CH2:9][C@H:8]([CH2:11][C:12]([NH:14][C@H:15]2[CH2:20][C:19]3[CH:21]=[CH:22][CH:23]=[C:24]([C:25]([OH:27])=[O:26])[C:18]=3[O:17][B:16]2[OH:28])=[O:13])[CH2:7][CH2:6]1.[CH:29](=O)[CH3:30]. (5) Given the product [CH3:25][C:22]1[CH:23]=[CH:24][C:19]([CH2:18][O:17][C:14]2[CH:15]=[CH:16][N:11]([CH2:10][CH2:9][C:6]3[CH:7]=[CH:8][C:3]([CH2:2][N:27]4[CH2:32][CH2:31][CH:30]([NH:33][C:34](=[O:36])[CH3:35])[CH2:29][CH2:28]4)=[CH:4][CH:5]=3)[C:12](=[O:26])[CH:13]=2)=[N:20][CH:21]=1, predict the reactants needed to synthesize it. The reactants are: Br[CH2:2][C:3]1[CH:8]=[CH:7][C:6]([CH2:9][CH2:10][N:11]2[CH:16]=[CH:15][C:14]([O:17][CH2:18][C:19]3[CH:24]=[CH:23][C:22]([CH3:25])=[CH:21][N:20]=3)=[CH:13][C:12]2=[O:26])=[CH:5][CH:4]=1.[NH:27]1[CH2:32][CH2:31][CH:30]([NH:33][C:34](=[O:36])[CH3:35])[CH2:29][CH2:28]1.